Dataset: Catalyst prediction with 721,799 reactions and 888 catalyst types from USPTO. Task: Predict which catalyst facilitates the given reaction. (1) Reactant: I[C:2]1[CH:10]=[C:9]2[C:5]([CH2:6][N:7]3[C:13]([C:14]4[C:15]([C:20]5[CH:25]=[CH:24][CH:23]=[CH:22][CH:21]=5)=[N:16][O:17][C:18]=4[CH3:19])=[N:12][N:11]=[C:8]32)=[CH:4][CH:3]=1.[C:26]([O:30][C:31]([N:33]1[CH2:38][CH:37]=[C:36]([Sn](CCCC)(CCCC)CCCC)[CH2:35][CH2:34]1)=[O:32])([CH3:29])([CH3:28])[CH3:27]. Product: [C:26]([O:30][C:31]([N:33]1[CH2:34][CH:35]=[C:36]([C:2]2[CH:10]=[C:9]3[C:5]([CH2:6][N:7]4[C:13]([C:14]5[C:15]([C:20]6[CH:21]=[CH:22][CH:23]=[CH:24][CH:25]=6)=[N:16][O:17][C:18]=5[CH3:19])=[N:12][N:11]=[C:8]43)=[CH:4][CH:3]=2)[CH2:37][CH2:38]1)=[O:32])([CH3:29])([CH3:27])[CH3:28]. The catalyst class is: 233. (2) Reactant: [F:1][C:2]1[CH:3]=[CH:4][C:5]2[N:6]([C:8]([N:11]3[CH2:16][CH2:15][CH2:14][C@@H:13]([CH2:17][OH:18])[CH2:12]3)=[N:9][N:10]=2)[CH:7]=1.CCN(CC)CC.FC(F)(F)S(O[Si:32]([CH:39]([CH3:41])[CH3:40])([CH:36]([CH3:38])[CH3:37])[CH:33]([CH3:35])[CH3:34])(=O)=O.O. Product: [F:1][C:2]1[CH:3]=[CH:4][C:5]2[N:6]([C:8]([N:11]3[CH2:16][CH2:15][CH2:14][C@@H:13]([CH2:17][O:18][Si:32]([CH:39]([CH3:41])[CH3:40])([CH:36]([CH3:38])[CH3:37])[CH:33]([CH3:35])[CH3:34])[CH2:12]3)=[N:9][N:10]=2)[CH:7]=1. The catalyst class is: 61.